Dataset: Catalyst prediction with 721,799 reactions and 888 catalyst types from USPTO. Task: Predict which catalyst facilitates the given reaction. (1) Reactant: [Cl:1][C:2]1[N:3]=[CH:4][C:5]2[CH2:6][CH2:7][CH2:8][C:9](=NO)[C:10]=2[CH:11]=1.C([O-])([O-])=[O:15].[Na+].[Na+]. Product: [Cl:1][C:2]1[N:3]=[CH:4][C:5]2[CH2:6][CH2:7][CH2:8][C:9](=[O:15])[C:10]=2[CH:11]=1. The catalyst class is: 21. (2) Reactant: [CH2:1]([O:8][C:9]1[CH:10]=[C:11]([CH:15]=[C:16]([C:18]([O:20][CH3:21])=[O:19])[CH:17]=1)[C:12](O)=[O:13])[C:2]1[CH:7]=[CH:6][CH:5]=[CH:4][CH:3]=1. Product: [CH3:21][O:20][C:18](=[O:19])[C:16]1[CH:15]=[C:11]([CH2:12][OH:13])[CH:10]=[C:9]([O:8][CH2:1][C:2]2[CH:7]=[CH:6][CH:5]=[CH:4][CH:3]=2)[CH:17]=1. The catalyst class is: 1. (3) Reactant: [Br:1][C:2]1C(F)=[CH:8][CH:7]=[C:6]([F:11])[C:3]=1[CH:4]=O.S([O-])(OCCCCCCCCCCCC)(=O)=O.[Na+].C(OI(C1C=CC=CC=1)OC(=O)C)(=O)C.[C:45]([O-])(=O)[CH3:46].[NH4+:49].S([O-])([O-])(=O)=S.[Na+].[Na+]. Product: [Br:1][C:2]1[C:45]([CH3:46])=[CH:8][CH:7]=[C:6]([F:11])[C:3]=1[C:4]#[N:49]. The catalyst class is: 6. (4) Reactant: [C:1]([SiH2:5][O:6][C:7]([CH3:30])([CH3:29])[C:8]1[CH:17]=[C:16]2[C:11]([C:12]([NH:22][C:23]3[CH:27]=[C:26]([CH3:28])[NH:25][N:24]=3)=[N:13][N:14]([CH:19]([CH3:21])[CH3:20])[C:15]2=[O:18])=[CH:10][CH:9]=1)([CH3:4])([CH3:3])[CH3:2].[H-].[Na+].[C:33](O[C:33]([O:35][C:36]([CH3:39])([CH3:38])[CH3:37])=[O:34])([O:35][C:36]([CH3:39])([CH3:38])[CH3:37])=[O:34]. Product: [C:36]([O:35][C:33]([N:25]1[C:26]([CH3:28])=[CH:27][C:23]([N:22]([C:33]([O:35][C:36]([CH3:39])([CH3:38])[CH3:37])=[O:34])[C:12]2[C:11]3[C:16](=[CH:17][C:8]([C:7]([CH3:30])([CH3:29])[O:6][SiH2:5][C:1]([CH3:2])([CH3:3])[CH3:4])=[CH:9][CH:10]=3)[C:15](=[O:18])[N:14]([CH:19]([CH3:21])[CH3:20])[N:13]=2)=[N:24]1)=[O:34])([CH3:39])([CH3:38])[CH3:37]. The catalyst class is: 3. (5) Reactant: [NH2:1][C:2]1[N:7]=[CH:6][N:5]=[C:4]2[N:8]([C@@H:12]3[CH2:17][CH2:16][CH2:15][N:14]([C:18]([O:20][C:21]([CH3:24])([CH3:23])[CH3:22])=[O:19])[CH2:13]3)[N:9]=[C:10](I)[C:3]=12.[F:25][C:26]1[C:47]([F:48])=[CH:46][CH:45]=[CH:44][C:27]=1[O:28][C:29]1[CH:34]=[CH:33][C:32](B2OC(C)(C)C(C)(C)O2)=[CH:31][CH:30]=1.C(=O)([O-])[O-].[Na+].[Na+]. Product: [NH2:1][C:2]1[N:7]=[CH:6][N:5]=[C:4]2[N:8]([C@@H:12]3[CH2:17][CH2:16][CH2:15][N:14]([C:18]([O:20][C:21]([CH3:24])([CH3:23])[CH3:22])=[O:19])[CH2:13]3)[N:9]=[C:10]([C:32]3[CH:31]=[CH:30][C:29]([O:28][C:27]4[CH:44]=[CH:45][CH:46]=[C:47]([F:48])[C:26]=4[F:25])=[CH:34][CH:33]=3)[C:3]=12. The catalyst class is: 70. (6) Reactant: [N:1]1[CH:6]=[CH:5][C:4]([N:7]2[CH2:12][CH2:11][CH:10]([CH2:13][NH2:14])[CH2:9][CH2:8]2)=[CH:3][CH:2]=1.[N+:15]([C:18]1[CH:23]=[CH:22][CH:21]=[CH:20][C:19]=1[CH2:24][C:25](O)=[O:26])([O-])=O.CCOC(C)=O.O. Product: [NH2:15][C:18]1[CH:23]=[CH:22][CH:21]=[CH:20][C:19]=1[CH2:24][C:25]([NH:14][CH2:13][CH:10]1[CH2:9][CH2:8][N:7]([C:4]2[CH:5]=[CH:6][N:1]=[CH:2][CH:3]=2)[CH2:12][CH2:11]1)=[O:26]. The catalyst class is: 3.